Dataset: Full USPTO retrosynthesis dataset with 1.9M reactions from patents (1976-2016). Task: Predict the reactants needed to synthesize the given product. (1) Given the product [F:1][C:2]1[CH:7]=[C:6]([F:8])[CH:5]=[CH:4][C:3]=1[N:9]1[C:17]2[N:16]([CH2:18][CH3:19])[C:15](=[O:20])[C:14]([C:21]3[CH:22]=[C:23]([CH:27]=[C:28]([F:31])[C:29]=3[CH3:30])[C:24]([NH:38][C:39]3[CH:43]=[CH:42][O:41][N:40]=3)=[O:26])=[N:13][C:12]=2[CH:11]=[N:10]1, predict the reactants needed to synthesize it. The reactants are: [F:1][C:2]1[CH:7]=[C:6]([F:8])[CH:5]=[CH:4][C:3]=1[N:9]1[C:17]2[N:16]([CH2:18][CH3:19])[C:15](=[O:20])[C:14]([C:21]3[CH:22]=[C:23]([CH:27]=[C:28]([F:31])[C:29]=3[CH3:30])[C:24]([OH:26])=O)=[N:13][C:12]=2[CH:11]=[N:10]1.C(Cl)(=O)C(Cl)=O.[NH2:38][C:39]1[CH:43]=[CH:42][O:41][N:40]=1.CCN(CC)CC.C([O-])(O)=O.[Na+]. (2) The reactants are: O.[OH-].[Li+].[C:4]([S:7][C:8]1[N:9]=[C:10]([CH3:20])[N:11](C(OC(C)(C)C)=O)[CH:12]=1)(=O)[CH3:5].BrCC1[C:33]2[CH2:32][CH2:31][N:30]([C:34]([O:36][C:37]([CH3:40])([CH3:39])[CH3:38])=[O:35])[CH2:29][CH2:28][C:27]=2[CH:26]=[CH:25][C:24]=1[Cl:41]. Given the product [C:37]([O:36][C:34]([N:30]1[CH2:31][CH2:32][C:33]2[C:5]([CH2:4][S:7][C:8]3[NH:9][C:10]([CH3:20])=[N:11][CH:12]=3)=[C:24]([Cl:41])[CH:25]=[CH:26][C:27]=2[CH2:28][CH2:29]1)=[O:35])([CH3:40])([CH3:39])[CH3:38], predict the reactants needed to synthesize it.